The task is: Predict the product of the given reaction.. This data is from Forward reaction prediction with 1.9M reactions from USPTO patents (1976-2016). (1) The product is: [CH3:1][O:2][C:3]([C:5]1[CH:6]=[C:7]2[C:11](=[CH:12][CH:13]=1)[NH:10][CH:9]=[C:8]2[C:21]1([C:25]#[N:26])[CH2:22][CH2:23][CH2:24]1)=[O:4]. Given the reactants [CH3:1][O:2][C:3]([C:5]1[CH:6]=[C:7]2[C:11](=[CH:12][CH:13]=1)[N:10](C(OC(C)(C)C)=O)[CH:9]=[C:8]2[C:21]1([C:25]#[N:26])[CH2:24][CH2:23][CH2:22]1)=[O:4], predict the reaction product. (2) The product is: [Cl:9][C:5]1[C:6]([Cl:8])=[CH:7][C:2]([NH:13][C:14]2[CH:15]=[CH:16][C:17]([C@H:20]3[CH2:21][C@H:22]([OH:24])[CH2:23]3)=[CH:18][CH:19]=2)=[C:3]([N+:10]([O-:12])=[O:11])[CH:4]=1. Given the reactants Cl[C:2]1[CH:7]=[C:6]([Cl:8])[C:5]([Cl:9])=[CH:4][C:3]=1[N+:10]([O-:12])=[O:11].[NH2:13][C:14]1[CH:19]=[CH:18][C:17]([C@H:20]2[CH2:23][C@H:22]([OH:24])[CH2:21]2)=[CH:16][CH:15]=1, predict the reaction product. (3) Given the reactants [CH3:1][N:2]1[C:7]([CH3:8])=[C:6]([N+:9]([O-:11])=[O:10])[C:5](=[O:12])[N:4]([CH2:13][CH2:14][CH2:15][O:16][CH:17]2[CH2:22][CH2:21][CH2:20][CH2:19][O:18]2)[C:3]1=[O:23].[CH3:24][N:25]([CH:27](OC)OC)[CH3:26], predict the reaction product. The product is: [CH3:24][N:25]([CH3:27])[CH:26]=[CH:8][C:7]1[N:2]([CH3:1])[C:3](=[O:23])[N:4]([CH2:13][CH2:14][CH2:15][O:16][CH:17]2[CH2:22][CH2:21][CH2:20][CH2:19][O:18]2)[C:5](=[O:12])[C:6]=1[N+:9]([O-:11])=[O:10].